The task is: Predict the product of the given reaction.. This data is from Forward reaction prediction with 1.9M reactions from USPTO patents (1976-2016). (1) Given the reactants [Si]([O:8][CH2:9][CH2:10][C@H:11]([NH2:19])[C:12]1[CH:17]=[CH:16][CH:15]=[CH:14][C:13]=1[F:18])(C(C)(C)C)(C)C.[C:20]1([C:39]2[CH:44]=[CH:43][CH:42]=[CH:41][CH:40]=2)[CH:25]=[CH:24][C:23]([CH:26]2[C:31]([CH3:33])([CH3:32])[O:30][C:29](OCC)=[N:28][S:27]2(=[O:38])=[O:37])=[CH:22][CH:21]=1, predict the reaction product. The product is: [C:20]1([C:39]2[CH:40]=[CH:41][CH:42]=[CH:43][CH:44]=2)[CH:25]=[CH:24][C:23]([CH:26]2[C:31]([CH3:32])([CH3:33])[O:30][C:29]([NH:19][C@H:11]([C:12]3[CH:17]=[CH:16][CH:15]=[CH:14][C:13]=3[F:18])[CH2:10][CH2:9][OH:8])=[N:28][S:27]2(=[O:37])=[O:38])=[CH:22][CH:21]=1. (2) Given the reactants [Br:1][C:2]1[CH:3]=[C:4]([CH:10]=[C:11]([OH:13])[CH:12]=1)[C:5]([O:7][CH2:8][CH3:9])=[O:6].Br[CH2:15][CH:16]1[CH2:21][CH2:20][CH2:19][CH2:18][CH2:17]1, predict the reaction product. The product is: [Br:1][C:2]1[CH:3]=[C:4]([CH:10]=[C:11]([O:13][CH2:15][CH:16]2[CH2:21][CH2:20][CH2:19][CH2:18][CH2:17]2)[CH:12]=1)[C:5]([O:7][CH2:8][CH3:9])=[O:6]. (3) Given the reactants [CH3:1][N:2]([CH:10]1[CH2:15][CH2:14][CH:13]([O:16][C:17]2[N:18]=[CH:19][N:20]=[C:21]3[C:28]=2[C:27]2[C@@H:26]([CH2:29][CH:30]=[O:31])[CH2:25][CH2:24][C:23]=2[S:22]3)[CH2:12][CH2:11]1)[C:3](=[O:9])[O:4][C:5]([CH3:8])([CH3:7])[CH3:6].B([CH2:37][CH3:38])(CC)CC.[C:39]([O:43]O)(C)(C)[CH3:40].O=O.[NH4+].[OH-], predict the reaction product. The product is: [OH:31][C@H:30]([C@@H:38]1[CH2:37][CH2:40][CH2:39][O:43]1)[CH2:29][C@H:26]1[CH2:25][CH2:24][C:23]2[S:22][C:21]3[C:28](=[C:17]([O:16][CH:13]4[CH2:14][CH2:15][CH:10]([N:2]([CH3:1])[C:3](=[O:9])[O:4][C:5]([CH3:8])([CH3:6])[CH3:7])[CH2:11][CH2:12]4)[N:18]=[CH:19][N:20]=3)[C:27]1=2.